Dataset: B-cell epitopes from IEDB database with 3,159 antigens for binding position prediction. Task: Token-level Classification. Given an antigen amino acid sequence, predict which amino acid positions are active epitope sites capable of antibody binding. Output is a list of indices for active positions. (1) Given the antigen sequence: MALLVGISLLAGGGYLGWQELDSARWQSHWLSRYAADLDYTVKPGPSPRIQFPEDGPFDRRLGYVDLPRFIQQLSQRNFRIEEQARFSRALLDYTHRGFFPPYPEDSQAGLTINDCRGVPIYTNSYPRQYYERFEDIPPLVVMSLLFIEDRGLLDASRPHANPAVDWPRFTKAAISQLEKRLGLSGQAAGGSTLATQVEKYRHSPEGRTGDPQEKIRQMISASVRTYREGPQTLATRQRIVRDYLNSVPLSAAPGHGEVHGIADGLRLWFGADFREVNRLLDPRSADEVDPQARGLALRQVLSLLIAQRRPSYYLGAGREEMATLTDSHIRLLANGGIINAGLRDAALGQRVLGQSPSRDSAIRQVDATKGITVARMRLAGLLGLPLYDLDRLDLTASTPLQGDLQAQISEYLVRLADPAFAESVGLFGDRMLSPEKTAAVRYSFTLFERGEEGFQVRVQTDNTNQPFDINEGSKLELGSTAKLRVLTTYLEVIAELHQR..., which amino acid positions are active epitope sites? The epitope positions are: [982, 983, 984, 985, 986, 987, 988, 989, 990, 991, 992, 993, 994, 995, 996]. The amino acids at these positions are: LCRPDDLPALTSGML. (2) Given the antigen sequence: VVGAGLASQTEVKADNPRYTDAHNAVTQGRTVPLQNLLLEMDKNDKLRLENEKLKAGLQEQERDLEELRNAELKRLNEERHEEAERKALEDKLADKQEHLDGALRYINEKEAERKEKEAE, which amino acid positions are active epitope sites? The epitope positions are: [14, 15, 16, 17, 18, 19, 20, 21, 22, 23, 24, 25, 26, 27, 28, 29, 30, 31, 32]. The amino acids at these positions are: DNPRYTDAHNAVTQGRTVP.